Predict which catalyst facilitates the given reaction. From a dataset of Catalyst prediction with 721,799 reactions and 888 catalyst types from USPTO. (1) Reactant: O=[C:2]1[NH:7][C:6]2[CH:8]=[C:9]([CH:12]=[O:13])[CH:10]=[CH:11][C:5]=2[O:4][CH2:3]1.[H-].[Al+3].[Li+].[H-].[H-].[H-].O.[OH-].[Na+]. Product: [O:4]1[C:5]2[CH:11]=[CH:10][C:9]([CH2:12][OH:13])=[CH:8][C:6]=2[NH:7][CH2:2][CH2:3]1. The catalyst class is: 1. (2) Reactant: Cl[CH2:2][C:3]1[CH:10]=[CH:9][C:6]([CH2:7][OH:8])=[CH:5][CH:4]=1.[N-:11]=[N+:12]=[N-:13].[Na+]. Product: [N:11]([CH2:2][C:3]1[CH:10]=[CH:9][C:6]([CH2:7][OH:8])=[CH:5][CH:4]=1)=[N+:12]=[N-:13]. The catalyst class is: 3.